This data is from Reaction yield outcomes from USPTO patents with 853,638 reactions. The task is: Predict the reaction yield, written as a fraction of the theoretical maximum amount of product (1.0 means a 100% yield; for example, 0.34 means a 34% yield). (1) The catalyst is O.Cl[Cu].C1C=CC(P(C2C=CC=CC=2)[C-]2C=CC=C2)=CC=1.C1C=CC(P(C2C=CC=CC=2)[C-]2C=CC=C2)=CC=1.Cl[Pd]Cl.[Fe+2].CCOC(C)=O. The product is [N:4]1[CH:5]=[CH:6][CH:7]=[C:2]([C:13]2[S:17][C:16]([C:18]([O:20][CH2:21][CH3:22])=[O:19])=[CH:15][CH:14]=2)[N:3]=1. The yield is 0.380. The reactants are Br[C:2]1[N:3]=[N:4][CH:5]=[CH:6][CH:7]=1.C([Sn](CCCC)(CCCC)[C:13]1[S:17][C:16]([C:18]([O:20][CH2:21][CH3:22])=[O:19])=[CH:15][CH:14]=1)CCC.[F-].[Cs+].[F-].[K+]. (2) The reactants are C(NC(C)C)(C)C.C([Li])CCC.CCCCCC.[F:19][C:20]1[C:25]([F:26])=[CH:24][CH:23]=[CH:22][C:21]=1[O:27][CH2:28][CH2:29][N:30]([CH2:32][CH2:33][O:34][CH3:35])[CH3:31].[O:36]1CCC[CH2:37]1. The catalyst is O.C1(C)C=CC=CC=1.C(O)(=O)C.CN(C)C=O. The product is [F:26][C:25]1[C:20]([F:19])=[C:21]([O:27][CH2:28][CH2:29][N:30]([CH2:32][CH2:33][O:34][CH3:35])[CH3:31])[CH:22]=[CH:23][C:24]=1[CH:37]=[O:36]. The yield is 0.500. (3) The reactants are [F:1][C:2]1[CH:7]=[CH:6][C:5]([N:8]2[C:12]([NH:13][C:14](=[O:22])OC3C=CC=CC=3)=[CH:11][C:10]([C:23]([F:26])([F:25])[F:24])=[N:9]2)=[CH:4][CH:3]=1.[CH3:27][O:28][C:29]1[CH:30]=[C:31]2[C:36](=[CH:37][C:38]=1[O:39][CH2:40][CH2:41][O:42][CH3:43])[N:35]=[CH:34][N:33]=[C:32]2[S:44][C:45]1[CH:46]=[C:47]([CH:49]=[CH:50][CH:51]=1)[NH2:48]. The catalyst is CN(C)C1C=CN=CC=1.C1COCC1. The product is [F:1][C:2]1[CH:3]=[CH:4][C:5]([N:8]2[C:12]([NH:13][C:14]([NH:48][C:47]3[CH:49]=[CH:50][CH:51]=[C:45]([S:44][C:32]4[C:31]5[C:36](=[CH:37][C:38]([O:39][CH2:40][CH2:41][O:42][CH3:43])=[C:29]([O:28][CH3:27])[CH:30]=5)[N:35]=[CH:34][N:33]=4)[CH:46]=3)=[O:22])=[CH:11][C:10]([C:23]([F:24])([F:25])[F:26])=[N:9]2)=[CH:6][CH:7]=1. The yield is 0.250. (4) The reactants are [C:1]([O:5][C:6]([N:8]1[CH2:12][CH2:11][C:10]([CH:16]([C:18]2[S:19][C:20]([Cl:24])=[C:21]([Cl:23])[CH:22]=2)[OH:17])([CH2:13][CH2:14][CH3:15])[CH2:9]1)=[O:7])([CH3:4])([CH3:3])[CH3:2]. The catalyst is C1(C)C=CC=CC=1.[O-2].[Mn+4].[O-2]. The product is [C:1]([O:5][C:6]([N:8]1[CH2:12][CH2:11][C:10]([C:16]([C:18]2[S:19][C:20]([Cl:24])=[C:21]([Cl:23])[CH:22]=2)=[O:17])([CH2:13][CH2:14][CH3:15])[CH2:9]1)=[O:7])([CH3:2])([CH3:3])[CH3:4]. The yield is 0.640.